From a dataset of Full USPTO retrosynthesis dataset with 1.9M reactions from patents (1976-2016). Predict the reactants needed to synthesize the given product. (1) Given the product [F:28][C:3]1[C:2]2[N:1]=[N:30][S:12][C:11]=2[CH:10]=[C:5]([C:6]([O:8][CH3:9])=[O:7])[C:4]=1[NH:20][C:21]1[CH:26]=[CH:25][CH:24]=[CH:23][C:22]=1[F:27], predict the reactants needed to synthesize it. The reactants are: [NH2:1][C:2]1[C:11]([S:12]CC2C=CC=CC=2)=[CH:10][C:5]([C:6]([O:8][CH3:9])=[O:7])=[C:4]([NH:20][C:21]2[CH:26]=[CH:25][CH:24]=[CH:23][C:22]=2[F:27])[C:3]=1[F:28].Cl.[N:30]([O-])=O.[Na+].C([O-])(O)=O.[Na+]. (2) Given the product [CH3:1][O:2][CH2:3][C:4]1([C:9]([N:11]2[CH2:20][CH2:19][C:18]3[N:17]=[CH:16][C:15]([C:21]([F:22])([F:24])[F:23])=[CH:14][C:13]=3[CH2:12]2)=[O:10])[CH2:8][CH2:7][N:6]([CH:25]([C:28]2[CH:39]=[CH:38][C:31]3[N:32]([CH3:37])[C:33](=[O:36])[N:34]([CH3:35])[C:30]=3[CH:29]=2)[CH3:26])[CH2:5]1, predict the reactants needed to synthesize it. The reactants are: [CH3:1][O:2][CH2:3][C:4]1([C:9]([N:11]2[CH2:20][CH2:19][C:18]3[N:17]=[CH:16][C:15]([C:21]([F:24])([F:23])[F:22])=[CH:14][C:13]=3[CH2:12]2)=[O:10])[CH2:8][CH2:7][NH:6][CH2:5]1.[C:25]([C:28]1[CH:39]=[CH:38][C:31]2[N:32]([CH3:37])[C:33](=[O:36])[N:34]([CH3:35])[C:30]=2[CH:29]=1)(=O)[CH3:26].[BH-](OC(C)=O)(OC(C)=O)OC(C)=O.[Na+]. (3) The reactants are: [Cl:1][C:2]1[CH:7]=[CH:6][C:5]([CH:8]([C:26]2[CH:31]=[CH:30][C:29]([Cl:32])=[CH:28][CH:27]=2)[C:9]2[CH:10]=[C:11]3[C:16](=[CH:17][CH:18]=2)[N:15]=[N:14][CH:13]=[C:12]3[NH:19][CH:20]2[CH2:25][CH2:24][NH:23][CH2:22][CH2:21]2)=[CH:4][CH:3]=1.[CH:33]([C:35]1[CH:43]=[CH:42][CH:41]=[CH:40][C:36]=1[C:37]([OH:39])=[O:38])=O.CC(O)=O.[BH3-]C#N.[Na+].Cl. Given the product [Cl:1][C:2]1[CH:7]=[CH:6][C:5]([CH:8]([C:26]2[CH:27]=[CH:28][C:29]([Cl:32])=[CH:30][CH:31]=2)[C:9]2[CH:10]=[C:11]3[C:16](=[CH:17][CH:18]=2)[N:15]=[N:14][CH:13]=[C:12]3[NH:19][CH:20]2[CH2:21][CH2:22][N:23]([CH2:33][C:35]3[CH:43]=[CH:42][CH:41]=[CH:40][C:36]=3[C:37]([OH:39])=[O:38])[CH2:24][CH2:25]2)=[CH:4][CH:3]=1, predict the reactants needed to synthesize it. (4) Given the product [N+:1]([C:4]1[CH:5]=[N:6][N:7]([CH2:9][CH2:10][CH2:11][N:13]2[C:21]3[C:16](=[CH:17][CH:18]=[CH:19][CH:20]=3)[CH2:15][CH2:14]2)[CH:8]=1)([O-:3])=[O:2], predict the reactants needed to synthesize it. The reactants are: [N+:1]([C:4]1[CH:5]=[N:6][N:7]([CH2:9][CH2:10][CH:11]=O)[CH:8]=1)([O-:3])=[O:2].[NH:13]1[C:21]2[C:16](=[CH:17][CH:18]=[CH:19][CH:20]=2)[CH2:15][CH2:14]1.O. (5) Given the product [C:1]([O:5][C:6](=[O:20])[CH2:7][O:8][C:9]1[CH:14]=[CH:13][C:12]([S:15][CH2:16][CH2:17][C:22]#[CH:23])=[CH:11][C:10]=1[CH3:19])([CH3:4])([CH3:3])[CH3:2], predict the reactants needed to synthesize it. The reactants are: [C:1]([O:5][C:6](=[O:20])[CH2:7][O:8][C:9]1[CH:14]=[CH:13][C:12]([S:15][C:16](=O)[CH3:17])=[CH:11][C:10]=1[CH3:19])([CH3:4])([CH3:3])[CH3:2].Cl[CH2:22][CH2:23]C#C. (6) Given the product [F:15][C:14]([F:17])([F:16])[C:13]([C:10]1[CH:11]=[CH:12][C:7]([O:6][CH2:5][CH2:4][CH2:3][CH2:2][N:32]2[C:33](=[O:37])[C:34]([CH3:36])([CH3:35])[N:30]([CH3:29])[C:31]2=[O:38])=[C:8]([CH2:26][CH2:27][CH3:28])[CH:9]=1)([O:22][CH2:23][O:24][CH3:25])[C:18]([F:21])([F:20])[F:19], predict the reactants needed to synthesize it. The reactants are: Br[CH2:2][CH2:3][CH2:4][CH2:5][O:6][C:7]1[CH:12]=[CH:11][C:10]([C:13]([O:22][CH2:23][O:24][CH3:25])([C:18]([F:21])([F:20])[F:19])[C:14]([F:17])([F:16])[F:15])=[CH:9][C:8]=1[CH2:26][CH2:27][CH3:28].[CH3:29][N:30]1[C:34]([CH3:36])([CH3:35])[C:33](=[O:37])[NH:32][C:31]1=[O:38].C(=O)([O-])[O-].[K+].[K+]. (7) The reactants are: [F-].[Cs+].[CH:3]([C:5]1[S:9][C:8]([CH2:10][CH2:11][CH2:12][C:13]([O:15][CH3:16])=[O:14])=[CH:7][CH:6]=1)=[O:4].[F:17][C:18]([Si](C)(C)C)([F:20])[F:19]. Given the product [F:17][C:18]([F:20])([F:19])[CH:3]([C:5]1[S:9][C:8]([CH2:10][CH2:11][CH2:12][C:13]([O:15][CH3:16])=[O:14])=[CH:7][CH:6]=1)[OH:4], predict the reactants needed to synthesize it.